From a dataset of Forward reaction prediction with 1.9M reactions from USPTO patents (1976-2016). Predict the product of the given reaction. Given the reactants [C:1]([C:3]1[CH:4]=[N:5][NH:6][C:7]=1/[N:8]=[C:9](/OCC)\[CH3:10])#[N:2].[N:14]([CH2:17][CH3:18])=[C:15]=[O:16], predict the reaction product. The product is: [CH2:17]([N:14]1[C:15](=[O:16])[N:6]2[N:5]=[CH:4][C:3]([C:1]#[N:2])=[C:7]2[N:8]=[C:9]1[CH3:10])[CH3:18].